The task is: Predict the reaction yield, written as a fraction of the theoretical maximum amount of product (1.0 means a 100% yield; for example, 0.34 means a 34% yield).. This data is from Reaction yield outcomes from USPTO patents with 853,638 reactions. (1) The reactants are [CH:1]1([C@H:7]([NH:12][C:13]([C:15]2[CH:19]=[C:18]([C:20]3[CH:25]=[CH:24][C:23]([F:26])=[CH:22][C:21]=3[CH3:27])[S:17][C:16]=2[NH:28][C:29]([NH:31][C:32]2[C:37]([Cl:38])=[CH:36][CH:35]=[CH:34][C:33]=2[Cl:39])=[O:30])=[O:14])[C:8]([O:10]C)=[O:9])[CH2:6][CH2:5][CH2:4][CH2:3][CH2:2]1.[OH-].[Li+]. The catalyst is C1COCC1. The product is [CH:1]1([C@H:7]([NH:12][C:13]([C:15]2[CH:19]=[C:18]([C:20]3[CH:25]=[CH:24][C:23]([F:26])=[CH:22][C:21]=3[CH3:27])[S:17][C:16]=2[NH:28][C:29]([NH:31][C:32]2[C:33]([Cl:39])=[CH:34][CH:35]=[CH:36][C:37]=2[Cl:38])=[O:30])=[O:14])[C:8]([OH:10])=[O:9])[CH2:6][CH2:5][CH2:4][CH2:3][CH2:2]1. The yield is 0.610. (2) The reactants are [Cl:1][C:2]1[C:3]([N:8]2[CH2:13][CH2:12][N:11]([CH2:14][C:15]3[CH:16]=[N:17][N:18]([CH2:21][CH3:22])[C:19]=3[CH3:20])[CH2:10][CH2:9]2)=[N:4][CH:5]=[CH:6][N:7]=1.C(=O)([O-])[O-].[K+].[K+].[C:29]([CH2:31][C:32]1[CH:37]=[CH:36][C:35](B(O)O)=[CH:34][CH:33]=1)#[N:30].O. The catalyst is CN(C)C(=O)C.C1C=CC([P]([Pd]([P](C2C=CC=CC=2)(C2C=CC=CC=2)C2C=CC=CC=2)([P](C2C=CC=CC=2)(C2C=CC=CC=2)C2C=CC=CC=2)[P](C2C=CC=CC=2)(C2C=CC=CC=2)C2C=CC=CC=2)(C2C=CC=CC=2)C2C=CC=CC=2)=CC=1. The product is [ClH:1].[CH2:21]([N:18]1[C:19]([CH3:20])=[C:15]([CH2:14][N:11]2[CH2:12][CH2:13][N:8]([C:3]3[C:2]([C:35]4[CH:36]=[CH:37][C:32]([CH2:31][C:29]#[N:30])=[CH:33][CH:34]=4)=[N:7][CH:6]=[CH:5][N:4]=3)[CH2:9][CH2:10]2)[CH:16]=[N:17]1)[CH3:22]. The yield is 0.520. (3) The reactants are I[CH2:2][CH3:3].[Br:4][C:5]1[CH:6]=[C:7]([C:17]([O:19][CH3:20])=[O:18])[CH:8]=[C:9]2[C:14]=1[O:13][C:12](=[S:15])[CH:11]=[C:10]2[OH:16].C(=O)([O-])[O-].[K+].[K+]. The catalyst is CC(C)=O. The product is [Br:4][C:5]1[CH:6]=[C:7]([C:17]([O:19][CH3:20])=[O:18])[CH:8]=[C:9]2[C:14]=1[O:13][C:12]([S:15][CH2:2][CH3:3])=[CH:11][C:10]2=[O:16]. The yield is 1.00.